From a dataset of Full USPTO retrosynthesis dataset with 1.9M reactions from patents (1976-2016). Predict the reactants needed to synthesize the given product. (1) Given the product [C:20]([C:6]1[C:5]([OH:24])=[C:4]([C:9]([OH:10])=[C:8]([C:11](=[O:19])[C:12]2[CH:13]=[CH:14][C:15]([Cl:18])=[CH:16][CH:17]=2)[CH:7]=1)[C:3]([OH:25])=[O:2])([CH3:23])([CH3:21])[CH3:22], predict the reactants needed to synthesize it. The reactants are: C[O:2][C:3](=[O:25])[C:4]1[C:9]([OH:10])=[C:8]([C:11](=[O:19])[C:12]2[CH:17]=[CH:16][C:15]([Cl:18])=[CH:14][CH:13]=2)[CH:7]=[C:6]([C:20]([CH3:23])([CH3:22])[CH3:21])[C:5]=1[OH:24].C1([S-])C=CC=CC=1.[Na+]. (2) Given the product [N:18]1[C:19]2[C:14](=[CH:13][C:12]([CH2:11][C:8]3[N:6]4[CH:7]=[C:2]([C:48](=[O:50])[CH3:49])[CH:3]=[N:4][C:5]4=[N:10][CH:9]=3)=[CH:21][CH:20]=2)[CH:15]=[CH:16][CH:17]=1, predict the reactants needed to synthesize it. The reactants are: Br[C:2]1[CH:3]=[N:4][C:5]2[N:6]([C:8]([CH2:11][C:12]3[CH:13]=[C:14]4[C:19](=[CH:20][CH:21]=3)[N:18]=[CH:17][CH:16]=[CH:15]4)=[CH:9][N:10]=2)[CH:7]=1.BrC1C=NC2N(C=C(CC3C=C4C(=CC=3)N=CC=C4)N=2)C=1.C([Sn](CCCC)(CCCC)[C:48]([O:50]CC)=[CH2:49])CCC. (3) Given the product [F:19][C:16]([F:17])([F:18])[C:13]1[N:11]2[N:12]=[C:7]([N:1]3[CH2:2][CH2:3][N:4]([CH2:25][C:24]4[CH:27]=[CH:28][CH:29]=[C:22]([C:21]([F:20])([F:30])[F:31])[CH:23]=4)[CH2:5][CH2:6]3)[CH:8]=[CH:9][C:10]2=[N:15][N:14]=1, predict the reactants needed to synthesize it. The reactants are: [N:1]1([C:7]2[CH:8]=[CH:9][C:10]3[N:11]([C:13]([C:16]([F:19])([F:18])[F:17])=[N:14][N:15]=3)[N:12]=2)[CH2:6][CH2:5][NH:4][CH2:3][CH2:2]1.[F:20][C:21]([F:31])([F:30])[C:22]1[CH:23]=[C:24]([CH:27]=[CH:28][CH:29]=1)[CH:25]=O. (4) Given the product [CH:2]1([CH2:8][C:9]([NH:11][C:12]2[S:13][C:14]3[CH2:20][CH2:19][CH2:18][CH:17]([C:21]([OH:23])=[O:22])[C:15]=3[N:16]=2)=[O:10])[CH2:7][CH2:6][CH2:5][CH2:4][CH2:3]1, predict the reactants needed to synthesize it. The reactants are: O.[CH:2]1([CH2:8][C:9]([NH:11][C:12]2[S:13][C:14]3[CH2:20][CH2:19][CH2:18][CH:17]([C:21]([O:23]CC)=[O:22])[C:15]=3[N:16]=2)=[O:10])[CH2:7][CH2:6][CH2:5][CH2:4][CH2:3]1.[OH-].[Na+]. (5) The reactants are: [C:1]([O:5][C:6]([N:8]1[CH2:13][CH2:12][N:11]2[C:14]([C:17]([F:20])([F:19])[F:18])=[N:15][N:16]=[C:10]2[CH:9]1[CH3:21])=[O:7])([CH3:4])([CH3:3])[CH3:2].[CH3:22]I. Given the product [C:1]([O:5][C:6]([N:8]1[CH2:13][CH2:12][N:11]2[C:14]([C:17]([F:18])([F:19])[F:20])=[N:15][N:16]=[C:10]2[C:9]1([CH3:22])[CH3:21])=[O:7])([CH3:4])([CH3:2])[CH3:3], predict the reactants needed to synthesize it. (6) Given the product [N:28]1([CH2:8][C:7]2[CH:10]=[C:3]([CH:4]=[CH:5][C:6]=2[C:11]2[S:12][C:13]3[CH:19]([O:20][CH2:21][O:22][CH2:23][CH2:24][O:25][CH3:26])[CH2:18][CH2:17][CH2:16][C:14]=3[N:15]=2)[N:2]([CH3:1])[CH3:27])[CH2:31][CH2:30][CH2:29]1, predict the reactants needed to synthesize it. The reactants are: [CH3:1][N:2]([CH3:27])[C:3]1[CH:4]=[CH:5][C:6]([C:11]2[S:12][C:13]3[CH:19]([O:20][CH2:21][O:22][CH2:23][CH2:24][O:25][CH3:26])[CH2:18][CH2:17][CH2:16][C:14]=3[N:15]=2)=[C:7]([CH:10]=1)[CH:8]=O.[NH:28]1[CH2:31][CH2:30][CH2:29]1.[BH-](OC(C)=O)(OC(C)=O)OC(C)=O.[Na+].C(O)(=O)C. (7) Given the product [C:15]([O:19][C:20]([N:22]1[CH2:26][CH2:25][CH:24]([C:27](=[O:32])[C:7]2[CH:12]=[CH:11][C:10]([Cl:13])=[C:9]([Cl:14])[CH:8]=2)[CH2:23]1)=[O:21])([CH3:18])([CH3:17])[CH3:16], predict the reactants needed to synthesize it. The reactants are: C([Li])(C)(C)C.Br[C:7]1[CH:12]=[CH:11][C:10]([Cl:13])=[C:9]([Cl:14])[CH:8]=1.[C:15]([O:19][C:20]([N:22]1[CH2:26][CH2:25][CH:24]([C:27](=[O:32])N(OC)C)[CH2:23]1)=[O:21])([CH3:18])([CH3:17])[CH3:16].